From a dataset of Catalyst prediction with 721,799 reactions and 888 catalyst types from USPTO. Predict which catalyst facilitates the given reaction. (1) Reactant: [CH:1]12[CH2:7][CH:4]([CH2:5][CH2:6]1)[CH2:3][CH:2]2[NH2:8].[CH2:9]([O:11][C:12]([C:14]1C(Cl)=NC(SC)=N[CH:19]=1)=[O:13])[CH3:10].C([O-])([O-])=O.[K+].[K+]. Product: [CH2:9]([O:11][C:12](=[O:13])[CH2:14][CH2:19][NH:8][CH:2]1[CH2:3][CH:4]2[CH2:7][CH:1]1[CH2:6][CH2:5]2)[CH3:10]. The catalyst class is: 682. (2) Reactant: [C:1]([O:4][C@H:5]1[O:27][C@@H:26]([CH2:28][O:29][C:30](=[O:37])[C:31]2[CH:36]=[CH:35][CH:34]=[CH:33][CH:32]=2)[C@H:16]([O:17][C:18](=[O:25])[C:19]2[CH:24]=[CH:23][CH:22]=[CH:21][CH:20]=2)[C@@H:6]1[O:7]C(=O)C1C=CC=CC=1)(=[O:3])C.C(Cl)Cl.Br. Product: [C:1]([O:4][C@@H:5]1[O:27][C@@H:26]([CH2:28][O:29][C:30](=[O:37])[C:31]2[CH:32]=[CH:33][CH:34]=[CH:35][CH:36]=2)[C@H:16]([O:17][C:18](=[O:25])[C:19]2[CH:24]=[CH:23][CH:22]=[CH:21][CH:20]=2)[C@@H:6]1[OH:7])(=[O:3])[C:19]1[CH:24]=[CH:23][CH:22]=[CH:21][CH:20]=1. The catalyst class is: 6. (3) Reactant: [F:1][C:2]1[CH:7]=[CH:6][C:5]([CH:8]([N:31]2[CH2:36][CH2:35][N:34]([CH:37]([CH3:39])[CH3:38])[CH2:33][CH2:32]2)[CH2:9][N:10]2[CH2:15][CH2:14][N:13]([CH2:16][CH2:17][CH2:18][C:19]3[C:20]([C:25]4[CH:30]=[CH:29][CH:28]=[CH:27][CH:26]=4)=[N:21][CH:22]=[N:23][CH:24]=3)[CH2:12][CH2:11]2)=[CH:4][CH:3]=1.[ClH:40].O1CCOCC1. Product: [ClH:40].[ClH:40].[ClH:40].[ClH:40].[ClH:40].[F:1][C:2]1[CH:7]=[CH:6][C:5]([CH:8]([N:31]2[CH2:32][CH2:33][N:34]([CH:37]([CH3:39])[CH3:38])[CH2:35][CH2:36]2)[CH2:9][N:10]2[CH2:15][CH2:14][N:13]([CH2:16][CH2:17][CH2:18][C:19]3[C:20]([C:25]4[CH:30]=[CH:29][CH:28]=[CH:27][CH:26]=4)=[N:21][CH:22]=[N:23][CH:24]=3)[CH2:12][CH2:11]2)=[CH:4][CH:3]=1. The catalyst class is: 8. (4) Reactant: [C:1]([C:5]1[NH:9][C:8]([C:10]2[CH:11]=[C:12]([Cl:24])[C:13]([NH:16][C:17]3[CH:22]=[CH:21][C:20]([Cl:23])=[CH:19][CH:18]=3)=[N:14][CH:15]=2)=[N:7][CH:6]=1)([CH3:4])([CH3:3])[CH3:2].[H-].[Na+].I[CH3:28]. Product: [C:1]([C:5]1[N:9]=[C:8]([C:10]2[CH:11]=[C:12]([Cl:24])[C:13]([NH:16][C:17]3[CH:18]=[CH:19][C:20]([Cl:23])=[CH:21][CH:22]=3)=[N:14][CH:15]=2)[N:7]([CH3:28])[CH:6]=1)([CH3:4])([CH3:2])[CH3:3]. The catalyst class is: 18. (5) Reactant: [OH:1][C:2]1[C:7]2[CH2:8][CH:9]=[CH:10][C:11]3[C:12](=[CH:13][C:14]4[CH:15]=[CH:16][N:17]([CH3:20])[C:18]=4[CH:19]=3)[C:6]=2[N:5]([CH3:21])[C:4](=[O:22])[C:3]=1[C:23]([O:25]C)=[O:24].[Li+].[I-].Cl. Product: [OH:1][C:2]1[C:7]2[CH2:8][CH:9]=[CH:10][C:11]3[C:12](=[CH:13][C:14]4[CH:15]=[CH:16][N:17]([CH3:20])[C:18]=4[CH:19]=3)[C:6]=2[N:5]([CH3:21])[C:4](=[O:22])[C:3]=1[C:23]([OH:25])=[O:24]. The catalyst class is: 161. (6) Reactant: C(=O)([O-])[O-].[Ca+2].[CH2:6]1[N:17]([CH2:18][C:19]([OH:21])=[O:20])[CH2:16][CH2:15][N:14]([CH2:22][C:23]([OH:25])=[O:24])[CH2:13][CH2:12][N:11]([C@@H:26]([C@H:29]([OH:32])[CH2:30][OH:31])[CH2:27][OH:28])[CH2:10][CH2:9][N:8]([CH2:33][C:34]([OH:36])=[O:35])[CH2:7]1.C. Product: [CH2:6]1[N:17]([CH2:18][C:19]([OH:21])=[O:20])[CH2:16][CH2:15][N:14]([CH2:22][C:23]([OH:25])=[O:24])[CH2:13][CH2:12][N:11]([CH:26]([CH:29]([OH:32])[CH2:30][OH:31])[CH2:27][OH:28])[CH2:10][CH2:9][N:8]([CH2:33][C:34]([OH:36])=[O:35])[CH2:7]1. The catalyst class is: 6. (7) Product: [Br:1][C:2]1[N:3]=[CH:4][C:5]([O:8][CH2:10][CH:11]2[CH2:16][CH2:15][N:14]([C:17]([O:19][CH:20]([CH3:22])[CH3:21])=[O:18])[CH2:13][CH2:12]2)=[CH:6][CH:7]=1. The catalyst class is: 1. Reactant: [Br:1][C:2]1[CH:7]=[CH:6][C:5]([OH:8])=[CH:4][N:3]=1.O[CH2:10][CH:11]1[CH2:16][CH2:15][N:14]([C:17]([O:19][CH:20]([CH3:22])[CH3:21])=[O:18])[CH2:13][CH2:12]1.C1C=CC(P(C2C=CC=CC=2)C2C=CC=CC=2)=CC=1.N(C(OC(C)C)=O)=NC(OC(C)C)=O.